From a dataset of Catalyst prediction with 721,799 reactions and 888 catalyst types from USPTO. Predict which catalyst facilitates the given reaction. (1) Reactant: [N+:1]([C:4]1[C:9]2[N:10]=[C:11]([NH:13][CH:14]3[CH2:19][CH2:18][NH:17][CH2:16][CH2:15]3)[O:12][C:8]=2[CH:7]=[CH:6][CH:5]=1)([O-:3])=[O:2].[CH2:20]([O:22][C:23]1[CH:24]=[C:25]([CH:28]=[CH:29][C:30]=1[O:31][CH3:32])[CH:26]=O)[CH3:21].C([BH3-])#N.[Na+].C(N(C(C)C)C(C)C)C. Product: [CH2:20]([O:22][C:23]1[CH:24]=[C:25]([CH:28]=[CH:29][C:30]=1[O:31][CH3:32])[CH2:26][N:17]1[CH2:18][CH2:19][CH:14]([NH:13][C:11]2[O:12][C:8]3[CH:7]=[CH:6][CH:5]=[C:4]([N+:1]([O-:3])=[O:2])[C:9]=3[N:10]=2)[CH2:15][CH2:16]1)[CH3:21]. The catalyst class is: 212. (2) Reactant: [CH3:1][C:2]1[CH2:7][CH2:6][CH:5]([C:8](Cl)=[O:9])[CH2:4][CH:3]=1.[OH-:11].[Na+]. Product: [CH3:1][C:2]1[CH2:7][CH2:6][CH:5]([C:8]([OH:9])=[O:11])[CH2:4][CH:3]=1. The catalyst class is: 111. (3) Reactant: Cl.[NH2:2][C:3]1[C:4]([OH:19])=[C:5]([C:10]2[CH:15]=[CH:14][CH:13]=[C:12]([C:16]([OH:18])=[O:17])[CH:11]=2)[CH:6]=[C:7]([CH3:9])[CH:8]=1.[N:20]([O-])=O.[Na+].[CH3:24][C:25]1[CH2:26][C:27](=[O:40])[N:28]([C:30]2[CH:31]=[C:32]3[C:36](=[CH:37][CH:38]=2)[CH2:35][CH2:34][CH:33]3[CH3:39])[N:29]=1.C(=O)(O)[O-].[Na+]. Product: [OH:19][C:4]1[C:3]([NH:2][N:20]=[C:26]2[C:27](=[O:40])[N:28]([C:30]3[CH:31]=[C:32]4[C:36](=[CH:37][CH:38]=3)[CH2:35][CH2:34][CH:33]4[CH3:39])[N:29]=[C:25]2[CH3:24])=[CH:8][C:7]([CH3:9])=[CH:6][C:5]=1[C:10]1[CH:15]=[CH:14][CH:13]=[C:12]([C:16]([OH:18])=[O:17])[CH:11]=1.[C:10]1([C:5]2[CH:6]=[CH:7][CH:8]=[CH:3][CH:4]=2)[CH:15]=[CH:14][CH:13]=[C:12]([C:16]([OH:18])=[O:17])[CH:11]=1. The catalyst class is: 502. (4) Reactant: [CH2:1]([O:3][C:4](=[O:15])[CH2:5][NH:6][NH:7][C:8]([O:10][C:11]([CH3:14])([CH3:13])[CH3:12])=[O:9])[CH3:2].[C:16]1(=[O:22])[O:21][C:19](=[O:20])[CH2:18][CH2:17]1. Product: [C:11]([O:10][C:8]([NH:7][N:6]([C:16](=[O:22])[CH2:17][CH2:18][C:19]([OH:21])=[O:20])[CH2:5][C:4]([O:3][CH2:1][CH3:2])=[O:15])=[O:9])([CH3:14])([CH3:13])[CH3:12]. The catalyst class is: 3. (5) Reactant: B(Br)(Br)Br.[NH2:5][C:6]([NH:8][C:9]1[NH:10][C:11]([C:17]2[CH:22]=[CH:21][CH:20]=[CH:19][C:18]=2[O:23]C)=[CH:12][C:13]=1[C:14]([NH2:16])=[O:15])=[O:7].O. Product: [NH2:5][C:6]([NH:8][C:9]1[NH:10][C:11]([C:17]2[CH:22]=[CH:21][CH:20]=[CH:19][C:18]=2[OH:23])=[CH:12][C:13]=1[C:14]([NH2:16])=[O:15])=[O:7]. The catalyst class is: 4. (6) Reactant: C(OC([NH:8][CH:9]([C:11]1[C:12]([O:33][CH3:34])=[C:13]([CH:19]2[CH2:22][N:21]([C:23]([O:25][CH2:26][C:27]3[CH:32]=[CH:31][CH:30]=[CH:29][CH:28]=3)=[O:24])[CH2:20]2)[C:14]([CH3:18])=[C:15]([Cl:17])[CH:16]=1)[CH3:10])=O)(C)(C)C.[ClH:35].O1CCOCC1. Product: [NH2:8][CH:9]([C:11]1[C:12]([O:33][CH3:34])=[C:13]([CH:19]2[CH2:22][N:21]([C:23]([O:25][CH2:26][C:27]3[CH:32]=[CH:31][CH:30]=[CH:29][CH:28]=3)=[O:24])[CH2:20]2)[C:14]([CH3:18])=[C:15]([Cl:17])[CH:16]=1)[CH3:10].[ClH:35]. The catalyst class is: 2. (7) Reactant: Cl[C:2]1[C:7]([C:8]([O:10]CC)=[S:9])=[CH:6][N:5]=[C:4]([CH3:13])[N:3]=1.C(N(CC)CC)C.[NH2:21][C@@H:22]([CH2:25][C:26]1[CH:31]=[CH:30][CH:29]=[CH:28][CH:27]=1)[CH2:23][OH:24]. Product: [OH:24][CH2:23][C@@H:22]([NH:21][C:2]1[C:7]([C:8]([OH:10])=[S:9])=[CH:6][N:5]=[C:4]([CH3:13])[N:3]=1)[CH2:25][C:26]1[CH:27]=[CH:28][CH:29]=[CH:30][CH:31]=1. The catalyst class is: 7. (8) Reactant: Br[C:2]1[CH:7]=[CH:6][C:5]([N:8]2[CH2:13][CH2:12][S:11][CH2:10][CH2:9]2)=[CH:4][CH:3]=1.[CH3:14][C:15]1([CH3:22])[C:19]([CH3:21])([CH3:20])[O:18][BH:17][O:16]1.C(N(CC)CC)C.O. Product: [CH3:14][C:15]1([CH3:22])[C:19]([CH3:21])([CH3:20])[O:18][B:17]([C:2]2[CH:7]=[CH:6][C:5]([N:8]3[CH2:13][CH2:12][S:11][CH2:10][CH2:9]3)=[CH:4][CH:3]=2)[O:16]1. The catalyst class is: 184.